Dataset: Catalyst prediction with 721,799 reactions and 888 catalyst types from USPTO. Task: Predict which catalyst facilitates the given reaction. Reactant: CC1C=CC([N:8]=[C:9]=[O:10])=CC=1[N:11]=[C:12]=[O:13].C1C([NH2:20])=CC=C(S(C2C=CC(N)=CC=2)(=O)=O)C=1.[C:31]1([OH:37])C=CC=C[CH:32]=1.C(N(CC)CC)C. Product: [NH2:20][C:12]([NH2:11])=[O:13].[NH2:8][C:9]([O:37][CH2:31][CH3:32])=[O:10]. The catalyst class is: 311.